From a dataset of Forward reaction prediction with 1.9M reactions from USPTO patents (1976-2016). Predict the product of the given reaction. (1) Given the reactants [F:1][C:2]1[CH:47]=[N:46][C:5]2[N:6]([C:26]3[CH:27]=[C:28]([C:32]4[CH:37]=[CH:36][C:35]([CH2:38][N:39]5[CH2:45][CH2:44][CH2:43][O:42][CH2:41][CH2:40]5)=[CH:34][CH:33]=4)[CH:29]=[CH:30][CH:31]=3)[C:7](=[O:25])[N:8]([C@@H:11]3[CH2:16][CH2:15][C@H:14]([NH:17]C(=O)OC(C)(C)C)[CH2:13][CH2:12]3)[C:9](=[O:10])[C:4]=2[CH:3]=1.FC(F)(F)C(O)=O, predict the reaction product. The product is: [NH2:17][C@@H:14]1[CH2:15][CH2:16][C@H:11]([N:8]2[C:9](=[O:10])[C:4]3[CH:3]=[C:2]([F:1])[CH:47]=[N:46][C:5]=3[N:6]([C:26]3[CH:27]=[C:28]([C:32]4[CH:33]=[CH:34][C:35]([CH2:38][N:39]5[CH2:45][CH2:44][CH2:43][O:42][CH2:41][CH2:40]5)=[CH:36][CH:37]=4)[CH:29]=[CH:30][CH:31]=3)[C:7]2=[O:25])[CH2:12][CH2:13]1. (2) Given the reactants [N:1]([CH2:4][C:5]1([OH:14])[CH2:10][CH2:9][CH2:8][N:7]2[CH:11]=[N:12][CH:13]=[C:6]12)=[N+]=[N-].[H][H], predict the reaction product. The product is: [NH2:1][CH2:4][C:5]1([OH:14])[CH2:10][CH2:9][CH2:8][N:7]2[CH:11]=[N:12][CH:13]=[C:6]12. (3) Given the reactants Br[C:2]1[CH:10]=[C:9]2[C:5]([CH:6]=[N:7][N:8]2[S:11]([C:14]2[CH:19]=[CH:18][C:17]([CH3:20])=[CH:16][CH:15]=2)(=[O:13])=[O:12])=[C:4]([C:21]2[O:22][C:23]([CH2:26][N:27]3[CH2:32][CH2:31][O:30][CH2:29][CH2:28]3)=[N:24][N:25]=2)[CH:3]=1.CC1(C)C(C)(C)OB([C:41]2[CH:49]=[CH:48][CH:47]=[C:46]3[C:42]=2[CH:43]=[CH:44][NH:45]3)O1.P([O-])([O-])([O-])=O.[K+].[K+].[K+], predict the reaction product. The product is: [NH:45]1[C:46]2[C:42](=[C:41]([C:2]3[CH:10]=[C:9]4[C:5]([CH:6]=[N:7][N:8]4[S:11]([C:14]4[CH:19]=[CH:18][C:17]([CH3:20])=[CH:16][CH:15]=4)(=[O:13])=[O:12])=[C:4]([C:21]4[O:22][C:23]([CH2:26][N:27]5[CH2:32][CH2:31][O:30][CH2:29][CH2:28]5)=[N:24][N:25]=4)[CH:3]=3)[CH:49]=[CH:48][CH:47]=2)[CH:43]=[CH:44]1. (4) Given the reactants Cl[C:2]1[C:7]([Cl:8])=[CH:6][C:5]([C:9]([F:12])([F:11])[F:10])=[CH:4][N:3]=1.[CH:13]1([N:16]2[C:24]3[C:19](=[CH:20][C:21]([CH2:25][NH:26][S:27]([C:30]4[CH:39]=[CH:38][C:33]([C:34]([O:36][CH3:37])=[O:35])=[CH:32][C:31]=4[CH3:40])(=[O:29])=[O:28])=[CH:22][CH:23]=3)[CH:18]=[N:17]2)[CH2:15][CH2:14]1, predict the reaction product. The product is: [Cl:8][C:7]1[C:2]([N:26]([CH2:25][C:21]2[CH:20]=[C:19]3[C:24](=[CH:23][CH:22]=2)[N:16]([CH:13]2[CH2:15][CH2:14]2)[N:17]=[CH:18]3)[S:27]([C:30]2[CH:39]=[CH:38][C:33]([C:34]([O:36][CH3:37])=[O:35])=[CH:32][C:31]=2[CH3:40])(=[O:29])=[O:28])=[N:3][CH:4]=[C:5]([C:9]([F:12])([F:11])[F:10])[CH:6]=1. (5) Given the reactants [CH2:1]([N:19]([CH2:38][CH2:39][CH2:40][CH2:41][CH2:42][CH2:43][CH2:44][CH2:45][CH2:46][CH2:47][CH2:48][CH2:49][CH2:50][CH2:51][CH2:52][CH2:53][CH2:54][CH3:55])[C:20](=[O:37])[CH2:21][O:22][C:23](=[O:36])[CH2:24][NH:25]C(OCC1C=CC=CC=1)=O)[CH2:2][CH2:3][CH2:4][CH2:5][CH2:6][CH2:7][CH2:8][CH2:9][CH2:10][CH2:11][CH2:12][CH2:13][CH2:14][CH2:15][CH2:16][CH2:17][CH3:18].[ClH:56].CO, predict the reaction product. The product is: [ClH:56].[CH2:38]([N:19]([CH2:1][CH2:2][CH2:3][CH2:4][CH2:5][CH2:6][CH2:7][CH2:8][CH2:9][CH2:10][CH2:11][CH2:12][CH2:13][CH2:14][CH2:15][CH2:16][CH2:17][CH3:18])[C:20](=[O:37])[CH2:21][O:22][C:23](=[O:36])[CH2:24][NH2:25])[CH2:39][CH2:40][CH2:41][CH2:42][CH2:43][CH2:44][CH2:45][CH2:46][CH2:47][CH2:48][CH2:49][CH2:50][CH2:51][CH2:52][CH2:53][CH2:54][CH3:55]. (6) The product is: [N:1]1([CH2:6][CH:7]2[CH2:12][CH2:11][N:10]([C:14]3[CH:21]=[CH:20][C:17]([CH:18]=[O:19])=[CH:16][C:15]=3[C:22]([F:23])([F:25])[F:24])[CH2:9][CH2:8]2)[CH2:5][CH2:4][CH2:3][CH2:2]1. Given the reactants [N:1]1([CH2:6][CH:7]2[CH2:12][CH2:11][NH:10][CH2:9][CH2:8]2)[CH2:5][CH2:4][CH2:3][CH2:2]1.F[C:14]1[CH:21]=[CH:20][C:17]([CH:18]=[O:19])=[CH:16][C:15]=1[C:22]([F:25])([F:24])[F:23], predict the reaction product. (7) Given the reactants [C:1]1([C:7]([NH:9][CH:10]2[CH2:15][CH:14]([C:16]3[CH:21]=[CH:20][C:19]([C:22]([F:25])([F:24])[F:23])=[CH:18][CH:17]=3)[CH2:13][N:12]([C:26]([O:28]C3C=CC([N+]([O-])=O)=CC=3)=O)[CH2:11]2)=[O:8])[CH:6]=[CH:5][CH:4]=[CH:3][CH:2]=1.[NH2:38][CH2:39][CH2:40][OH:41].C(=O)([O-])[O-].[K+].[K+], predict the reaction product. The product is: [OH:41][CH2:40][CH2:39][NH:38][C:26]([N:12]1[CH2:13][CH:14]([C:16]2[CH:17]=[CH:18][C:19]([C:22]([F:23])([F:24])[F:25])=[CH:20][CH:21]=2)[CH2:15][CH:10]([NH:9][C:7]([C:1]2[CH:6]=[CH:5][CH:4]=[CH:3][CH:2]=2)=[O:8])[CH2:11]1)=[O:28].